This data is from Reaction yield outcomes from USPTO patents with 853,638 reactions. The task is: Predict the reaction yield, written as a fraction of the theoretical maximum amount of product (1.0 means a 100% yield; for example, 0.34 means a 34% yield). (1) The reactants are Br[CH:2]([C:14]1[CH:19]=[CH:18][CH:17]=[CH:16][CH:15]=1)[C:3]([O:5][C@H:6]([C:8]1[CH:13]=[CH:12][CH:11]=[CH:10][CH:9]=1)[CH3:7])=[O:4].C(N(CC)CC)C.[C:27]1([C:33]2([OH:39])[CH2:38][CH2:37][NH:36][CH2:35][CH2:34]2)[CH:32]=[CH:31][CH:30]=[CH:29][CH:28]=1. The catalyst is C1COCC1.[I-].C([N+](CCCC)(CCCC)CCCC)CCC.C(OCC)(=O)C. The product is [OH:39][C:33]1([C:27]2[CH:32]=[CH:31][CH:30]=[CH:29][CH:28]=2)[CH2:38][CH2:37][N:36]([C@H:2]([C:14]2[CH:19]=[CH:18][CH:17]=[CH:16][CH:15]=2)[C:3]([O:5][C@H:6]([C:8]2[CH:13]=[CH:12][CH:11]=[CH:10][CH:9]=2)[CH3:7])=[O:4])[CH2:35][CH2:34]1. The yield is 0.270. (2) The reactants are [CH:1]1([N:4]2[C:8]3[C:9]([O:23][C@@H:24]([C@H:26]4[CH2:30][NH:29][C:28](=[O:31])[CH2:27]4)[CH3:25])=[CH:10][C:11](C4C=CC5OCCNC=5N=4)=[CH:12][C:7]=3[N:6]=[CH:5]2)[CH2:3][CH2:2]1.Br[C:33]1[N:34]=[N:35][C:36]([N:39]2[CH2:44][CH2:43][N:42]([CH:45]3[CH2:48][O:47][CH2:46]3)[CH2:41][CH2:40]2)=[CH:37][CH:38]=1. No catalyst specified. The product is [CH:1]1([N:4]2[C:8]3[C:9]([O:23][C@@H:24]([C@H:26]4[CH2:30][NH:29][C:28](=[O:31])[CH2:27]4)[CH3:25])=[CH:10][C:11]([C:33]4[N:34]=[N:35][C:36]([N:39]5[CH2:44][CH2:43][N:42]([CH:45]6[CH2:48][O:47][CH2:46]6)[CH2:41][CH2:40]5)=[CH:37][CH:38]=4)=[CH:12][C:7]=3[N:6]=[CH:5]2)[CH2:2][CH2:3]1. The yield is 0.610. (3) The reactants are C(=O)([O-])[O-].[K+].[K+].CC1(C)C(C)(C)OB([C:15]2[CH:20]=[CH:19][C:18]([N:21]3[N:25]=[N:24][CH:23]=[N:22]3)=[CH:17][CH:16]=2)O1.[F:27][C:28]1[C:29](I)=[CH:30][C:31](=[O:52])[N:32]([CH2:34][CH2:35][C@@:36]([CH3:51])([S:47]([CH3:50])(=[O:49])=[O:48])[C:37]([NH:39][O:40][CH:41]2[CH2:46][CH2:45][CH2:44][CH2:43][O:42]2)=[O:38])[CH:33]=1. The catalyst is O1CCOCC1.O.[Pd]. The product is [F:27][C:28]1[C:29]([C:15]2[CH:16]=[CH:17][C:18]([N:21]3[N:25]=[N:24][CH:23]=[N:22]3)=[CH:19][CH:20]=2)=[CH:30][C:31](=[O:52])[N:32]([CH2:34][CH2:35][C@@:36]([CH3:51])([S:47]([CH3:50])(=[O:48])=[O:49])[C:37]([NH:39][O:40][CH:41]2[CH2:46][CH2:45][CH2:44][CH2:43][O:42]2)=[O:38])[CH:33]=1. The yield is 0.980. (4) The reactants are [CH3:1][C:2]1[CH:3]=[CH:4][C:5]([CH3:8])=[CH:6][CH:7]=1.C(O[O:14][C:15]([CH3:18])(C)C)(C)(C)C.[C]=O.[CH2:21]([OH:23])C. No catalyst specified. The product is [CH3:1][C:2]1[CH:7]=[CH:6][C:5]([CH2:8][C:21]([O:14][CH2:15][CH3:18])=[O:23])=[CH:4][CH:3]=1. The yield is 0.960. (5) The yield is 0.810. The product is [Cl:35][C:34]1[CH:33]=[CH:32][CH:31]=[C:30]([Cl:36])[C:29]=1[CH2:28][NH:27][CH:4]([CH2:5][NH:6][C:7]([N:9]1[CH2:26][CH2:25][C:12]2([N:16]([C:17]3[CH:22]=[CH:21][CH:20]=[CH:19][CH:18]=3)[CH2:15][N:14]([CH3:23])[C:13]2=[O:24])[CH2:11][CH2:10]1)=[O:8])[C:3]([OH:37])=[O:2]. The catalyst is O1CCCC1.[OH-].[Li+]. The reactants are C[O:2][C:3](=[O:37])[CH:4]([NH:27][CH2:28][C:29]1[C:34]([Cl:35])=[CH:33][CH:32]=[CH:31][C:30]=1[Cl:36])[CH2:5][NH:6][C:7]([N:9]1[CH2:26][CH2:25][C:12]2([N:16]([C:17]3[CH:22]=[CH:21][CH:20]=[CH:19][CH:18]=3)[CH2:15][N:14]([CH3:23])[C:13]2=[O:24])[CH2:11][CH2:10]1)=[O:8].Cl.